Predict which catalyst facilitates the given reaction. From a dataset of Catalyst prediction with 721,799 reactions and 888 catalyst types from USPTO. (1) Reactant: [CH:1]([N:4]1[CH2:9][CH2:8][N:7]([C:10]2[S:11][C:12]3[CH:18]=[C:17]([CH:19]=O)[CH:16]=[CH:15][C:13]=3[N:14]=2)[CH2:6][CH2:5]1)([CH3:3])[CH3:2].CC(O)=O.Cl.[CH3:26][NH:27][CH3:28].[BH3-]C#N.[Na+]. Product: [CH:1]([N:4]1[CH2:9][CH2:8][N:7]([C:10]2[S:11][C:12]3[CH:18]=[C:17]([CH2:19][N:27]([CH3:28])[CH3:26])[CH:16]=[CH:15][C:13]=3[N:14]=2)[CH2:6][CH2:5]1)([CH3:3])[CH3:2]. The catalyst class is: 1. (2) Reactant: [F:1][C:2]1[CH:7]=[CH:6][CH:5]=[CH:4][C:3]=1[C:8](=O)[CH3:9].[C-:11]#[N:12].[K+].[C:14](=[O:17])([O-])[O-].[NH4+:18].[NH4+].[OH-:20].[NH4+]. Product: [F:1][C:2]1[CH:7]=[CH:6][CH:5]=[CH:4][C:3]=1[C:8]1([CH3:9])[NH:18][C:11](=[O:20])[NH:12][C:14]1=[O:17]. The catalyst class is: 40. (3) Reactant: [H-].[Na+].[F:3][C:4]1[CH:9]=[CH:8][C:7]([SH:10])=[CH:6][CH:5]=1.[C:11]1([CH:17]([C:24]2[CH:29]=[CH:28][CH:27]=[CH:26][CH:25]=2)[N:18]2[CH2:23][C:20]3([O:22][CH2:21]3)[CH2:19]2)[CH:16]=[CH:15][CH:14]=[CH:13][CH:12]=1.O. Product: [C:24]1([CH:17]([C:11]2[CH:12]=[CH:13][CH:14]=[CH:15][CH:16]=2)[N:18]2[CH2:23][C:20]([CH2:21][S:10][C:7]3[CH:8]=[CH:9][C:4]([F:3])=[CH:5][CH:6]=3)([OH:22])[CH2:19]2)[CH:25]=[CH:26][CH:27]=[CH:28][CH:29]=1. The catalyst class is: 1. (4) Reactant: Cl.COCCOC[N:8]([C:23]1[O:27][N:26]=[C:25]([CH3:28])[C:24]=1[CH3:29])[S:9]([C:12]1[S:13][C:14]([C:17]2[CH:22]=[CH:21][CH:20]=[CH:19][CH:18]=2)=[CH:15][CH:16]=1)(=[O:11])=[O:10]. Product: [CH3:28][C:25]1[C:24]([CH3:29])=[C:23]([NH:8][S:9]([C:12]2[S:13][C:14]([C:17]3[CH:22]=[CH:21][CH:20]=[CH:19][CH:18]=3)=[CH:15][CH:16]=2)(=[O:11])=[O:10])[O:27][N:26]=1. The catalyst class is: 8. (5) Reactant: [CH3:1][C@H:2]1[C@H:7]([O:8][C:9](=[O:14])[C:10]([CH3:13])([CH3:12])[CH3:11])[CH2:6][CH2:5][NH:4][CH2:3]1.C1C=CC(C(O[C@@H](C(O)=O)[C@@H](OC(C2C=CC=CC=2)=O)C(O)=O)=O)=CC=1. Product: [CH3:1][C@@H:2]1[C@@H:7]([O:8][C:9](=[O:14])[C:10]([CH3:13])([CH3:12])[CH3:11])[CH2:6][CH2:5][NH:4][CH2:3]1. The catalyst class is: 25. (6) Reactant: [Br:1][C:2]1[CH:7]=[C:6]([N+:8]([O-:10])=[O:9])[CH:5]=[CH:4][C:3]=1F.O[CH2:13][CH2:14][N:15]1[CH2:19][CH2:18][CH2:17][CH2:16]1.[C:20]([O-])([O-])=[O:21].[K+].[K+]. Product: [Br:1][C:2]1[CH:7]=[C:6]([N+:8]([O-:10])=[O:9])[CH:5]=[CH:4][C:3]=1[O:21][CH2:20][CH2:13][CH2:14][N:15]1[CH2:19][CH2:18][CH2:17][CH2:16]1. The catalyst class is: 6. (7) Reactant: [CH2:1]=[C:2]1[CH2:7][CH2:6][N:5]([C:8]([O:10][C:11]([CH3:14])([CH3:13])[CH3:12])=[O:9])[CH2:4][CH2:3]1.C(O)(=O)C1C(=CC=CC=1)C(O)=[O:19].C(=O)(O)[O-].[Na+]. Product: [O:19]1[C:2]2([CH2:7][CH2:6][N:5]([C:8]([O:10][C:11]([CH3:14])([CH3:13])[CH3:12])=[O:9])[CH2:4][CH2:3]2)[CH2:1]1. The catalyst class is: 5. (8) Reactant: [Br:1][C:2]1[CH:3]=[N:4][C:5]2[C:10]([CH:11]=1)=[CH:9][C:8]([C:12](OC)=[O:13])=[CH:7][CH:6]=2. Product: [Br:1][C:2]1[CH:3]=[N:4][C:5]2[C:10]([CH:11]=1)=[CH:9][C:8]([CH2:12][OH:13])=[CH:7][CH:6]=2. The catalyst class is: 1. (9) Reactant: [H-].[Na+].[SH:3][C:4]1[O:5][C:6]2[CH:12]=[CH:11][CH:10]=[CH:9][C:7]=2[N:8]=1.CN(C=O)C.CS(O[CH2:23][C:24]1([CH3:35])[O:28][C:27]2=[N:29][C:30]([N+:32]([O-:34])=[O:33])=[CH:31][N:26]2[CH2:25]1)(=O)=O. Product: [CH3:23][C:24]1([CH2:35][S:3][C:4]2[O:5][C:6]3[CH:12]=[CH:11][CH:10]=[CH:9][C:7]=3[N:8]=2)[O:28][C:27]2=[N:29][C:30]([N+:32]([O-:34])=[O:33])=[CH:31][N:26]2[CH2:25]1. The catalyst class is: 6. (10) Reactant: [N:1]1[C:10]2[C:5](=[CH:6][CH:7]=[CH:8][CH:9]=2)[CH:4]=[C:3]([CH:11]=[O:12])[CH:2]=1.[BH4-].[Na+].O. Product: [N:1]1[C:10]2[C:5](=[CH:6][CH:7]=[CH:8][CH:9]=2)[CH:4]=[C:3]([CH2:11][OH:12])[CH:2]=1. The catalyst class is: 5.